Dataset: Full USPTO retrosynthesis dataset with 1.9M reactions from patents (1976-2016). Task: Predict the reactants needed to synthesize the given product. (1) The reactants are: [CH3:1][O:2][C:3]1[CH:19]=[CH:18][C:6]([CH2:7][O:8][C:9]2[CH:10]=[CH:11][C:12]([Br:17])=[C:13]([CH2:15][OH:16])[CH:14]=2)=[CH:5][CH:4]=1.[Br:20][CH2:21]/[CH:22]=[CH:23]/[CH2:24]Br.[OH-].[Na+]. Given the product [CH3:1][O:2][C:3]1[CH:4]=[CH:5][C:6]([CH2:7][O:8][C:9]2[CH:10]=[CH:11][C:12]([Br:17])=[C:13]([CH2:15][O:16][CH2:24]/[CH:23]=[CH:22]/[CH2:21][Br:20])[CH:14]=2)=[CH:18][CH:19]=1, predict the reactants needed to synthesize it. (2) The reactants are: [Cl:1][C:2]1[CH:9]=[CH:8][CH:7]=[C:6]([N:10]2[CH2:14][CH2:13][CH2:12][CH2:11]2)[C:3]=1[CH:4]=O.[N:15]1([C:21]([O:23][C:24]([CH3:27])([CH3:26])[CH3:25])=[O:22])[CH2:20][CH2:19][NH:18][CH2:17][CH2:16]1.ClCCl.C(O[BH-](OC(=O)C)OC(=O)C)(=O)C.[Na+]. Given the product [Cl:1][C:2]1[CH:9]=[CH:8][CH:7]=[C:6]([N:10]2[CH2:14][CH2:13][CH2:12][CH2:11]2)[C:3]=1[CH2:4][N:18]1[CH2:17][CH2:16][N:15]([C:21]([O:23][C:24]([CH3:27])([CH3:26])[CH3:25])=[O:22])[CH2:20][CH2:19]1, predict the reactants needed to synthesize it. (3) Given the product [Cl:1][C:2]1[CH:3]=[CH:4][C:5]([N:8]2[CH2:9][CH2:10][N:11]([C:14]3[N:15]=[C:16]([N:24]4[CH2:28][C@H:27]([OH:29])[CH2:26][C@H:25]4[C:30]([NH2:36])=[O:31])[C:17]4[S:22](=[O:23])[CH2:21][CH2:20][C:18]=4[N:19]=3)[CH2:12][CH2:13]2)=[CH:6][CH:7]=1, predict the reactants needed to synthesize it. The reactants are: [Cl:1][C:2]1[CH:7]=[CH:6][C:5]([N:8]2[CH2:13][CH2:12][N:11]([C:14]3[N:15]=[C:16]([N:24]4[CH2:28][C@H:27]([OH:29])[CH2:26][C@H:25]4[C:30](O)=[O:31])[C:17]4[S:22](=[O:23])[CH2:21][CH2:20][C:18]=4[N:19]=3)[CH2:10][CH2:9]2)=[CH:4][CH:3]=1.C([N:36](C(C)C)CC)(C)C.N.O. (4) Given the product [CH:6]([N-:9][CH:10]([CH3:12])[CH3:11])([CH3:8])[CH3:7].[Li+:5].[CH3:37][O:36][C:34]([C:17]1[N:18]([S:23]([C:26]2[CH:31]=[CH:30][C:29]([CH3:32])=[CH:28][CH:27]=2)(=[O:25])=[O:24])[C:19]2[C:15]([CH:16]=1)=[C:14]([Cl:13])[CH:22]=[CH:21][CH:20]=2)=[O:35], predict the reactants needed to synthesize it. The reactants are: C([Li:5])CCC.[CH:6]([NH:9][CH:10]([CH3:12])[CH3:11])([CH3:8])[CH3:7].[Cl:13][C:14]1[CH:22]=[CH:21][CH:20]=[C:19]2[C:15]=1[CH:16]=[CH:17][N:18]2[S:23]([C:26]1[CH:31]=[CH:30][C:29]([CH3:32])=[CH:28][CH:27]=1)(=[O:25])=[O:24].Cl[C:34]([O:36][CH3:37])=[O:35].Cl.